Dataset: Forward reaction prediction with 1.9M reactions from USPTO patents (1976-2016). Task: Predict the product of the given reaction. (1) The product is: [CH3:12][O:13][C:14]1[CH:15]=[C:16]([NH:17][CH:2]([C:6]2[CH:11]=[CH:10][CH:9]=[CH:8][CH:7]=2)[C:3]([OH:5])=[O:4])[CH:18]=[CH:19][CH:20]=1. Given the reactants Br[CH:2]([C:6]1[CH:11]=[CH:10][CH:9]=[CH:8][CH:7]=1)[C:3]([OH:5])=[O:4].[CH3:12][O:13][C:14]1[CH:15]=[C:16]([CH:18]=[CH:19][CH:20]=1)[NH2:17], predict the reaction product. (2) Given the reactants [CH3:1][C:2]([CH3:34])([CH3:33])[CH2:3][N:4]([CH3:32])[C:5]1[CH:10]=[C:9]([N:11]2[CH2:17][CH2:16][CH2:15][N:14]([CH3:18])[CH2:13][CH2:12]2)[N:8]=[C:7]([NH:19][C:20]2[CH:21]=[C:22]([CH:28]=[CH:29][C:30]=2[CH3:31])[C:23]([NH:25][O:26][CH3:27])=[O:24])[N:6]=1.[C-:35]#[N:36].[Na+].BrBr, predict the reaction product. The product is: [C:35]([C:10]1[C:5]([N:4]([CH2:3][C:2]([CH3:34])([CH3:33])[CH3:1])[CH3:32])=[N:6][C:7]([NH:19][C:20]2[CH:21]=[C:22]([CH:28]=[CH:29][C:30]=2[CH3:31])[C:23]([NH:25][O:26][CH3:27])=[O:24])=[N:8][C:9]=1[N:11]1[CH2:17][CH2:16][CH2:15][N:14]([CH3:18])[CH2:13][CH2:12]1)#[N:36]. (3) Given the reactants C[O:2][C:3]([C:5]1[C:6](Cl)=[N:7][C:8]2[C:13]([C:14]=1[C:15]1[CH:20]=[CH:19][CH:18]=[CH:17][CH:16]=1)=[CH:12][C:11]([Cl:21])=[CH:10][C:9]=2[CH3:22])=[O:4].[CH2:24]([NH:26][CH3:27])[CH3:25], predict the reaction product. The product is: [Cl:21][C:11]1[CH:12]=[C:13]2[C:8](=[C:9]([CH3:22])[CH:10]=1)[N:7]=[C:6]([N:26]([CH2:24][CH3:25])[CH3:27])[C:5]([C:3]([OH:2])=[O:4])=[C:14]2[C:15]1[CH:16]=[CH:17][CH:18]=[CH:19][CH:20]=1.